The task is: Regression. Given a target protein amino acid sequence and a drug SMILES string, predict the binding affinity score between them. We predict pIC50 (pIC50 = -log10(IC50 in M); higher means more potent). Dataset: bindingdb_ic50.. This data is from Drug-target binding data from BindingDB using IC50 measurements. (1) The small molecule is CCCC/C(=N/OC)c1ccc(-n2cnc3ccccc32)s1. The target protein sequence is MISKLKPQFMFLPKKHILSYCRKDVLNLFEQKFYYTSKRKESNNMKNESLLRLINYNRYYNKIDSNNYYNGGKILSNDRQYIYSPLCEYKKKINDISSYVSVPFKINIRNLGTSNFVNNKKDVLDNDYIYENIKKEKSKHKKIIFLLFVSLFGLYGFFESYNPEFFLYDIFLKFCLKYIDGEICHDLFLLLGKYNILPYDTSNDSIYACTNIKHLDFINPFGVAAGFDKNGVCIDSILKLGFSFIEIGTITPRGQTGNAKPRIFRDVESRSIINSCGFNNMGCDKVTENLILFRKRQEEDKLLSKHIVGVSIGKNKDTVNIVDDLKYCINKIGRYADYIAINVSSPNTPGLRDNQEAGKLKNIILSVKEEIDNLEKNNIMNDESTYNEDNKIVEKKNNFNKNNSHMMKDAKDNFLWFNTTKKKPLVFVKLAPDLNQEQKKEIADVLLETNIDGMIISNTTTQINDIKSFENKKGGVSGAKLKDISTKFICEMYNYTNKQI.... The pIC50 is 4.5. (2) The compound is c1ccc(OCc2nc3ccccc3[nH]2)cc1. The target protein (P00176) has sequence MEPTILLLLALLVGFLLLLVRGHPKSRGNFPPGPRPLPLLGNLLQLDRGGLLNSFMQLREKYGDVFTVHLGPRPVVMLCGTDTIKEALVGQAEDFSGRGTIAVIEPIFKEYGVIFANGERWKALRRFSLATMRDFGMGKRSVEERIQEEAQCLVEELRKSQGAPLDPTFLFQCITANIICSIVFGERFDYTDRQFLRLLELFYRTFSLLSSFSSQVFEFFSGFLKYFPGAHRQISKNLQEILDYIGHIVEKHRATLDPSAPRDFIDTYLLRMEKEKSNHHTEFHHENLMISLLSLFFAGTETSSTTLRYGFLLMLKYPHVAEKVQKEIDQVIGSHRLPTLDDRSKMPYTDAVIHEIQRFSDLVPIGVPHRVTKDTMFRGYLLPKNTEVYPILSSALHDPQYFDHPDSFNPEHFLDANGALKKSEAFMPFSTGKRICLGEGIARNELFLFFTTILQNFSVSSHLAPKDIDLTPKESGIGKIPPTYQICFSAR. The pIC50 is 4.2. (3) The small molecule is CN(C)CCOc1cc(-c2cn[nH]c2)ccc1N. The target protein sequence is MSRPPPTGKMPGAPETAPGDGAGASRQRKLEALIRDPRSPINVESLLDGLNSLVLDLDFPALRKNKNIDNFLNRYEKIVKKIRGLQMKAEDYDVVKVIGRGAFGEVQLVRHKASQKVYAMKLLSKFEMIKRSDSAFFWEERDIMAFANSPWVVQLFYAFQDDRYLYMVMEYMPGGDLVNLMSNYDVPEKWAKFYTAEVVLALDAIHSMGLIHRDVKPDNMLLDKHGHLKLADFGTCMKMDETGMVHCDTAVGTPDYISPEVLKSQGGDGFYGRECDWWSVGVFLYEMLVGDTPFYADSLVGTYSKIMDHKNSLCFPEDAEISKHAKNLICAFLTDREVRLGRNGVEEIRQHPFFKNDQWHWDNIRETAAPVVPELSSDIDSSNFDDIEDDKGDVETFPIPKAFVGNQLPFIGFTYYRENLLLSDSPSCRENDSIQSRKNEESQEIQKKLYTLEEHLSNEMQAKEELEQKCKSVNTRLEKTAKELEEEITLRKSVESALRQ.... The pIC50 is 6.0. (4) The small molecule is Oc1cccc(-c2ccc3c(-c4ccc(N5CCOCC5)cc4)c(O)ccc3c2)c1. The target protein (P14061) has sequence MARTVVLITGCSSGIGLHLAVRLASDPSQSFKVYATLRDLKTQGRLWEAARALACPPGSLETLQLDVRDSKSVAAARERVTEGRVDVLVCNAGLGLLGPLEALGEDAVASVLDVNVVGTVRMLQAFLPDMKRRGSGRVLVTGSVGGLMGLPFNDVYCASKFALEGLCESLAVLLLPFGVHLSLIECGPVHTAFMEKVLGSPEEVLDRTDIHTFHRFYQYLAHSKQVFREAAQNPEEVAEVFLTALRAPKPTLRYFTTERFLPLLRMRLDDPSGSNYVTAMHREVFGDVPAKAEAGAEAGGGAGPGAEDEAGRGAVGDPELGDPPAAPQ. The pIC50 is 7.7. (5) The compound is Cn1cc(/C=C(\C(=O)O)C(C(=O)O)=C2CCCCC2)c2ccccc21. The target protein sequence is MSIQHFRVALIPFFAAFCLPVFAHPETLVKVKDAEDKLGARVGYIELDLNSGKILESFRPEERFPMMSTFKVLLCGAVLSRVDAGQEQLGRRIHYSQNDLVEYSPVTEKHLTDGMTVRELCSAAITMSDNTAANLLLTTIGGPKELTAFLHNMGDHVTRLDRWEPELNEAIPNDERDTTMPAAMATTLRKLLTGELLTLASRQQLIDWMEADKVAGPLLRSALPAGWFIADKSGAGERGSRGIIAALGPDGKPSRIVVIYTTGSQATMDERNRQIAEIGASLIKHW. The pIC50 is 4.3. (6) The target protein (Q9Z0J5) has sequence MAAIVAALRGSSGRFRPQTRVLTRGTRGAAGAASAAGGQQNFDLLVIGGGSGGLACAKEAAQLGRKVAVADYVEPSPRGTKWGLGGTCVNVGCIPKKLMHQAALLGGMIRDAQHYGWEVAQPVQHNWKAMAEAVQNHVKSLNWGHRVQLQDRKVKYFNIKASFVNEHTVHGVDKAGKVTQLSAKHIVIATGGRPKYPTQVKGALEHGITSDDIFWLKESPGKTLVVGASYVALECAGFLTGIGLDTTVMMRSVPLRGFDQQMASLVTEHMESHGTRFLKGCVPSLIRKLPTNQLQVTWEDLASGKEDVGTFDTVLWAIGRVPETRNLNLEKAGVNTNPKNQKIIVDAQEATSVPHIYAIGDVAEGRPELTPTAIKAGKLLAQRLFGKSSTLMNYSNVPTTVFTPLEYGCVGLSEEEAVALHGQEHIEVYHAYYKPLEFTVADRDASQCYIKMVCMREPPQLVLGLHFLGPNAGEVTQGFALGIQCGASYAQVMQTVGIHP.... The small molecule is O=C1c2ccccc2C(=O)c2c(O)ccc(O)c21. The pIC50 is 3.7.